This data is from Full USPTO retrosynthesis dataset with 1.9M reactions from patents (1976-2016). The task is: Predict the reactants needed to synthesize the given product. (1) Given the product [NH2:17][C:15]1[CH:14]=[CH:13][C:12]([NH:20][C:21]([C:23]2[C:32]3[C:27](=[CH:28][CH:29]=[CH:30][CH:31]=3)[CH:26]=[CH:25][CH:24]=2)=[O:22])=[C:11]([C:9]([NH:8][CH2:7][CH:1]2[CH2:6][CH2:5][CH2:4][CH2:3][CH2:2]2)=[O:10])[CH:16]=1, predict the reactants needed to synthesize it. The reactants are: [CH:1]1([CH2:7][NH:8][C:9]([C:11]2[CH:16]=[C:15]([N+:17]([O-])=O)[CH:14]=[CH:13][C:12]=2[NH:20][C:21]([C:23]2[C:32]3[C:27](=[CH:28][CH:29]=[CH:30][CH:31]=3)[CH:26]=[CH:25][CH:24]=2)=[O:22])=[O:10])[CH2:6][CH2:5][CH2:4][CH2:3][CH2:2]1. (2) Given the product [CH2:18]([O:17][C:15]([C:6]1([C:4]([O:3][CH2:1][CH3:2])=[O:5])[CH2:10][CH2:9][CH:8]([N:11]([CH:12]2[CH2:13][CH2:14]2)[CH2:27][C:25]2[CH:24]=[CH:23][C:22]([C:33]3[CH:38]=[CH:37][C:36]([CH2:39][CH2:40][CH2:41][CH2:42][CH2:43][CH2:44][CH3:45])=[CH:35][CH:34]=3)=[C:21]([F:20])[CH:26]=2)[CH2:7]1)=[O:16])[CH3:19], predict the reactants needed to synthesize it. The reactants are: [CH2:1]([O:3][C:4]([C:6]1([C:15]([O:17][CH2:18][CH3:19])=[O:16])[CH2:10][CH2:9][CH:8]([NH:11][CH:12]2[CH2:14][CH2:13]2)[CH2:7]1)=[O:5])[CH3:2].[F:20][C:21]1[CH:26]=[C:25]([CH2:27]OS(C)(=O)=O)[CH:24]=[CH:23][C:22]=1[C:33]1[CH:38]=[CH:37][C:36]([CH2:39][CH2:40][CH2:41][CH2:42][CH2:43][CH2:44][CH3:45])=[CH:35][CH:34]=1.C(N(CC)C(C)C)(C)C. (3) Given the product [CH:16]1([CH2:15][N:12]2[CH2:13][CH2:14][CH:9]([O:8][C:4]3[N:3]=[C:2]([NH2:32])[CH:7]=[CH:6][CH:5]=3)[CH2:10][CH2:11]2)[CH2:18][CH2:17]1, predict the reactants needed to synthesize it. The reactants are: Cl[C:2]1[CH:7]=[CH:6][CH:5]=[C:4]([O:8][CH:9]2[CH2:14][CH2:13][N:12]([CH2:15][CH:16]3[CH2:18][CH2:17]3)[CH2:11][CH2:10]2)[N:3]=1.C(=[NH:32])(C1C=CC=CC=1)C1C=CC=CC=1.CC(C)([O-])C.[Na+].C1(C)C=CC=CC=1. (4) Given the product [F:1][C:2]1[CH:7]=[C:6]([I:8])[CH:5]=[C:4]([F:9])[C:3]=1[C:10](=[O:12])[CH3:11], predict the reactants needed to synthesize it. The reactants are: [F:1][C:2]1[CH:7]=[C:6]([I:8])[CH:5]=[C:4]([F:9])[C:3]=1[CH:10]([OH:12])[CH3:11].C(=O)([O-])O.[Na+].Cl[O-].[Na+]. (5) Given the product [N:1]12[CH2:7][CH2:6][CH:5]([CH2:8][CH2:9]1)[N:4]([C:10]([C:12]1[O:13][C:14]([C:17]3[CH:18]=[C:19]([NH:23][C:31]([NH:30][C:24]4[CH:29]=[CH:28][CH:27]=[CH:26][CH:25]=4)=[O:32])[CH:20]=[CH:21][CH:22]=3)=[CH:15][CH:16]=1)=[O:11])[CH2:3][CH2:2]2, predict the reactants needed to synthesize it. The reactants are: [N:1]12[CH2:9][CH2:8][CH:5]([CH2:6][CH2:7]1)[N:4]([C:10]([C:12]1[O:13][C:14]([C:17]3[CH:22]=[CH:21][CH:20]=[C:19]([NH2:23])[CH:18]=3)=[CH:15][CH:16]=1)=[O:11])[CH2:3][CH2:2]2.[C:24]1([N:30]=[C:31]=[O:32])[CH:29]=[CH:28][CH:27]=[CH:26][CH:25]=1. (6) The reactants are: [N:1]([CH2:4][Si:5]([CH3:8])([CH3:7])[CH3:6])=[N+:2]=[N-:3].[C:9]([C:15]([O:17][CH3:18])=[O:16])#[C:10][C:11]([O:13][CH3:14])=[O:12]. Given the product [CH3:14][O:13][C:11]([C:10]1[N:3]=[N:2][N:1]([CH2:4][Si:5]([CH3:8])([CH3:7])[CH3:6])[C:9]=1[C:15]([O:17][CH3:18])=[O:16])=[O:12], predict the reactants needed to synthesize it.